From a dataset of Peptide-MHC class I binding affinity with 185,985 pairs from IEDB/IMGT. Regression. Given a peptide amino acid sequence and an MHC pseudo amino acid sequence, predict their binding affinity value. This is MHC class I binding data. (1) The peptide sequence is DWVVERVRWL. The MHC is HLA-A23:01 with pseudo-sequence HLA-A23:01. The binding affinity (normalized) is 0. (2) The peptide sequence is LMWDNVGLV. The MHC is HLA-A02:01 with pseudo-sequence HLA-A02:01. The binding affinity (normalized) is 1.00. (3) The peptide sequence is RTSKAALER. The MHC is HLA-A32:01 with pseudo-sequence HLA-A32:01. The binding affinity (normalized) is 0.0132. (4) The peptide sequence is FQESFYEDI. The MHC is HLA-A23:01 with pseudo-sequence HLA-A23:01. The binding affinity (normalized) is 0.485. (5) The peptide sequence is RTSKAPLER. The MHC is HLA-B57:01 with pseudo-sequence HLA-B57:01. The binding affinity (normalized) is 0. (6) The peptide sequence is GSVNVVYTF. The MHC is HLA-B35:03 with pseudo-sequence HLA-B35:03. The binding affinity (normalized) is 0. (7) The peptide sequence is EATFIDVHI. The MHC is HLA-A68:02 with pseudo-sequence HLA-A68:02. The binding affinity (normalized) is 1.00.